From a dataset of Full USPTO retrosynthesis dataset with 1.9M reactions from patents (1976-2016). Predict the reactants needed to synthesize the given product. (1) Given the product [CH3:18][S:19]([C:22]1[CH:23]=[CH:24][C:25]([CH:28]([CH2:35][CH:36]2[CH2:41][CH2:40][O:39][CH2:38][CH2:37]2)[C:29]([O:31][CH2:32][CH3:33])=[O:30])=[CH:26][CH:27]=1)(=[O:20])=[O:21], predict the reactants needed to synthesize it. The reactants are: [Li+].CC([N-]C(C)C)C.CN1C(=O)N(C)CCC1.[CH3:18][S:19]([C:22]1[CH:27]=[CH:26][C:25]([CH2:28][C:29]([O:31][CH2:32][CH3:33])=[O:30])=[CH:24][CH:23]=1)(=[O:21])=[O:20].I[CH2:35][CH:36]1[CH2:41][CH2:40][O:39][CH2:38][CH2:37]1. (2) Given the product [C:14]([NH:18][C:10]1[N:11]=[C:2]([Cl:1])[CH:3]=[C:4]2[C:9]=1[C:8](=[O:13])[NH:7][CH:6]=[CH:5]2)([CH3:17])([CH3:16])[CH3:15], predict the reactants needed to synthesize it. The reactants are: [Cl:1][C:2]1[CH:3]=[C:4]2[C:9](=[C:10](Cl)[N:11]=1)[C:8](=[O:13])[NH:7][CH:6]=[CH:5]2.[C:14]([NH2:18])([CH3:17])([CH3:16])[CH3:15].CCN(C(C)C)C(C)C. (3) Given the product [F:13][C:14]1[CH:15]=[C:16]([CH2:24][CH2:25][CH:26]2[NH:9][CH2:8][CH2:7][N:5]3[C:4]([CH2:10][CH2:11][CH3:12])=[N:3][C:2]([I:1])=[C:6]23)[CH:17]=[CH:18][C:19]=1[C:20]([F:21])([F:22])[F:23], predict the reactants needed to synthesize it. The reactants are: [I:1][C:2]1[N:3]=[C:4]([CH2:10][CH2:11][CH3:12])[N:5]([CH2:7][CH2:8][NH2:9])[CH:6]=1.[F:13][C:14]1[CH:15]=[C:16]([CH2:24][CH2:25][CH:26]=O)[CH:17]=[CH:18][C:19]=1[C:20]([F:23])([F:22])[F:21]. (4) Given the product [C:48]1([CH3:51])[CH:49]=[CH:50][C:45]([S:42]([CH2:41][CH2:40][O:39][C:37](=[O:38])[C:36]2[CH:52]=[C:32]([S:29]([N:21]3[C:20]4[CH:22]=[CH:23][CH:24]=[CH:25][C:19]=4[N:18]=[C:17]3[S:15]([CH2:14][C:3]3[C:2]([CH3:1])=[C:7]([O:8][CH2:9][C:10]([F:13])([F:11])[F:12])[CH:6]=[CH:5][N:4]=3)=[O:16])(=[O:31])=[O:30])[CH:33]=[CH:34][C:35]=2[O:53][CH3:54])(=[O:44])=[O:43])=[CH:46][CH:47]=1, predict the reactants needed to synthesize it. The reactants are: [CH3:1][C:2]1[C:3]([CH2:14][S:15]([C:17]2[NH:21][C:20]3[CH:22]=[CH:23][CH:24]=[CH:25][C:19]=3[N:18]=2)=[O:16])=[N:4][CH:5]=[CH:6][C:7]=1[O:8][CH2:9][C:10]([F:13])([F:12])[F:11].[H-].[Na+].Cl[S:29]([C:32]1[CH:33]=[CH:34][C:35]([O:53][CH3:54])=[C:36]([CH:52]=1)[C:37]([O:39][CH2:40][CH2:41][S:42]([C:45]1[CH:50]=[CH:49][C:48]([CH3:51])=[CH:47][CH:46]=1)(=[O:44])=[O:43])=[O:38])(=[O:31])=[O:30].O. (5) Given the product [F:1][C:2]1[CH:3]=[CH:4][C:5]([C:8]2[N:12]=[C:11]([CH3:13])[N:10]([CH2:15][CH2:16][C:17]([NH:20][C:21](=[O:27])[O:22][C:23]([CH3:26])([CH3:25])[CH3:24])([CH3:19])[CH3:18])[N:9]=2)=[CH:6][CH:7]=1, predict the reactants needed to synthesize it. The reactants are: [F:1][C:2]1[CH:7]=[CH:6][C:5]([C:8]2[N:12]=[C:11]([CH3:13])[NH:10][N:9]=2)=[CH:4][CH:3]=1.Cl[CH2:15][CH2:16][C:17]([NH:20][C:21](=[O:27])[O:22][C:23]([CH3:26])([CH3:25])[CH3:24])([CH3:19])[CH3:18].[H-].[Na+]. (6) Given the product [CH3:27][O:28][C:29](=[O:37])[C:30]1[CH:35]=[CH:34][C:33]([NH:36][C:11](=[O:12])[C@@H:10]([N:8]2[CH2:9][C:5]([O:4][C:3]3[C:22]([F:26])=[CH:23][CH:24]=[CH:25][C:2]=3[Cl:1])=[CH:6][C:7]2=[O:21])[CH2:14][CH:15]2[CH2:20][CH2:19][CH2:18][CH2:17][CH2:16]2)=[N:32][CH:31]=1, predict the reactants needed to synthesize it. The reactants are: [Cl:1][C:2]1[CH:25]=[CH:24][CH:23]=[C:22]([F:26])[C:3]=1[O:4][C:5]1[CH2:9][N:8]([C@@H:10]([CH2:14][CH:15]2[CH2:20][CH2:19][CH2:18][CH2:17][CH2:16]2)[C:11](O)=[O:12])[C:7](=[O:21])[CH:6]=1.[CH3:27][O:28][C:29](=[O:37])[C:30]1[CH:35]=[CH:34][C:33]([NH2:36])=[N:32][CH:31]=1.F[P-](F)(F)(F)(F)F.Br[P+](N1CCCC1)(N1CCCC1)N1CCCC1.C(N(CC)C(C)C)(C)C.